This data is from Reaction yield outcomes from USPTO patents with 853,638 reactions. The task is: Predict the reaction yield, written as a fraction of the theoretical maximum amount of product (1.0 means a 100% yield; for example, 0.34 means a 34% yield). (1) The reactants are [F:1][C:2]1[CH:3]=[C:4]2[C:8](=[CH:9][CH:10]=1)[NH:7][C:6](=[O:11])[C:5]2=[N:12][N:13]=[CH:14][C:15]1[NH:19][C:18]([CH3:20])=[C:17]([C:21]([NH:23][CH2:24][CH2:25][CH2:26][CH2:27][C:28]([OH:30])=O)=[O:22])[C:16]=1[CH3:31].Cl.C(N=C=NCCCN(C)C)C.O[C:45]1[C:53]2[N:52]=N[NH:50][C:49]=2[CH:48]=[CH:47][CH:46]=1.C(N(CC)CC)C.C1(N)C=CC=CC=1N. The catalyst is [Cl-].[Na+].O.CN(C=O)C. The product is [F:1][C:2]1[CH:3]=[C:4]2[C:8](=[CH:9][CH:10]=1)[NH:7][C:6](=[O:11])[C:5]2=[N:12][N:13]=[CH:14][C:15]1[NH:19][C:18]([CH3:20])=[C:17]([C:21]([NH:23][CH2:24][CH2:25][CH2:26][CH2:27][C:28]([NH:50][C:49]2[CH:48]=[CH:47][CH:46]=[CH:45][C:53]=2[NH2:52])=[O:30])=[O:22])[C:16]=1[CH3:31]. The yield is 0.750. (2) The reactants are [C:1]1(=[O:14])[C:13]2[C:12]3[CH:11]=[CH:10][CH:9]=[CH:8][C:7]=3[NH:6][C:5]=2[CH2:4][CH2:3][NH:2]1.Br[CH2:16][C:17]1[CH:26]=[CH:25][C:20]([C:21]([O:23][CH3:24])=[O:22])=[CH:19][CH:18]=1.C(=O)([O-])[O-].[Cs+].[Cs+]. The catalyst is C(#N)C. The product is [CH3:24][O:23][C:21](=[O:22])[C:20]1[CH:25]=[CH:26][C:17]([CH2:16][N:6]2[C:7]3[CH:8]=[CH:9][CH:10]=[CH:11][C:12]=3[C:13]3[C:1](=[O:14])[NH:2][CH2:3][CH2:4][C:5]2=3)=[CH:18][CH:19]=1. The yield is 0.520. (3) The reactants are C[O-].[Na+].[CH3:4][O:5][CH2:6][CH2:7][CH2:8][NH:9][C:10]([NH2:12])=[S:11].[C:13]([CH2:15][C:16](OCC)=[O:17])#[N:14]. The catalyst is C(O)C. The product is [NH2:14][C:13]1[N:9]([CH2:8][CH2:7][CH2:6][O:5][CH3:4])[C:10](=[S:11])[NH:12][C:16](=[O:17])[CH:15]=1. The yield is 0.480. (4) The reactants are [NH2:1][CH2:2][C:3]1([C:9]([O:11][C:12]([CH3:15])([CH3:14])[CH3:13])=[O:10])[CH2:8][CH2:7][O:6][CH2:5][CH2:4]1.C([O-])([O-])=O.[K+].[K+].[I-].C([N+]1(C)[CH2:30][CH2:29][C:28](=[O:31])[CH2:27][CH2:26]1)C. The catalyst is C(O)C.O. The product is [O:31]=[C:28]1[CH2:29][CH2:30][N:1]([CH2:2][C:3]2([C:9]([O:11][C:12]([CH3:15])([CH3:14])[CH3:13])=[O:10])[CH2:8][CH2:7][O:6][CH2:5][CH2:4]2)[CH2:26][CH2:27]1. The yield is 0.980. (5) The reactants are [C:1]([NH:8][CH2:9][CH2:10][NH:11][CH3:12])([O:3][C:4]([CH3:7])([CH3:6])[CH3:5])=[O:2].C(N(C)CCN)(OC(C)(C)C)=O.[CH:25](=O)[CH2:26][CH2:27][CH2:28][CH2:29][CH2:30][CH2:31][CH2:32][CH2:33][CH3:34].C([BH3-])#N.[Na+]. The catalyst is CO. The product is [C:1]([NH:8][CH2:9][CH2:10][N:11]([CH2:25][CH2:26][CH2:27][CH2:28][CH2:29][CH2:30][CH2:31][CH2:32][CH2:33][CH3:34])[CH3:12])([O:3][C:4]([CH3:5])([CH3:6])[CH3:7])=[O:2]. The yield is 0.210. (6) The reactants are [OH:1][C:2]1[CH:3]=[C:4]([CH:10]2[CH2:14][NH:13][C:12](=[O:15])[CH2:11]2)[CH:5]=[CH:6][C:7]=1[O:8][CH3:9].[Cl:16][C:17]1[CH:22]=[CH:21][C:20](B(O)O)=[CH:19][CH:18]=1.C(N(CC)CC)C. The catalyst is C([O-])(=O)C.[Cu+2].C([O-])(=O)C.ClCCl. The product is [Cl:16][C:17]1[CH:22]=[CH:21][C:20]([O:1][C:2]2[CH:3]=[C:4]([CH:10]3[CH2:14][NH:13][C:12](=[O:15])[CH2:11]3)[CH:5]=[CH:6][C:7]=2[O:8][CH3:9])=[CH:19][CH:18]=1. The yield is 0.270. (7) The reactants are Br[C:2]1[CH:3]=[C:4]([N+:18]([O-:20])=[O:19])[C:5]([C:8]2[CH:13]=[CH:12][C:11]([O:14][CH2:15][O:16][CH3:17])=[CH:10][CH:9]=2)=[N:6][CH:7]=1.[F:21][C:22]1[CH:27]=[CH:26][C:25](B2OC(C)(C)C(C)(C)O2)=[CH:24][N:23]=1.C([O-])([O-])=O.[Na+].[Na+].O1CCOCC1. The catalyst is CCOC(C)=O.C1C=CC([P]([Pd]([P](C2C=CC=CC=2)(C2C=CC=CC=2)C2C=CC=CC=2)([P](C2C=CC=CC=2)(C2C=CC=CC=2)C2C=CC=CC=2)[P](C2C=CC=CC=2)(C2C=CC=CC=2)C2C=CC=CC=2)(C2C=CC=CC=2)C2C=CC=CC=2)=CC=1. The product is [F:21][C:22]1[N:23]=[CH:24][C:25]([C:2]2[CH:7]=[N:6][C:5]([C:8]3[CH:13]=[CH:12][C:11]([O:14][CH2:15][O:16][CH3:17])=[CH:10][CH:9]=3)=[C:4]([N+:18]([O-:20])=[O:19])[CH:3]=2)=[CH:26][CH:27]=1. The yield is 0.670.